From a dataset of Peptide-MHC class I binding affinity with 185,985 pairs from IEDB/IMGT. Regression. Given a peptide amino acid sequence and an MHC pseudo amino acid sequence, predict their binding affinity value. This is MHC class I binding data. (1) The peptide sequence is RPKSNIVLL. The MHC is HLA-A03:01 with pseudo-sequence HLA-A03:01. The binding affinity (normalized) is 0.0847. (2) The peptide sequence is ASMDNTSPM. The MHC is HLA-B27:20 with pseudo-sequence HLA-B27:20. The binding affinity (normalized) is 0.494. (3) The peptide sequence is KSYSLIRPK. The MHC is HLA-A02:06 with pseudo-sequence HLA-A02:06. The binding affinity (normalized) is 0. (4) The peptide sequence is RMIESRMSK. The MHC is HLA-B39:01 with pseudo-sequence HLA-B39:01. The binding affinity (normalized) is 0.0847.